Dataset: Catalyst prediction with 721,799 reactions and 888 catalyst types from USPTO. Task: Predict which catalyst facilitates the given reaction. Reactant: C([O:8][C:9]1[CH:10]=[C:11]2[C:15](=[CH:16][CH:17]=1)[N:14]([CH3:18])[CH:13]=[CH:12]2)C1C=CC=CC=1.[H][H]. Product: [OH:8][C:9]1[CH:10]=[C:11]2[C:15](=[CH:16][CH:17]=1)[N:14]([CH3:18])[CH:13]=[CH:12]2. The catalyst class is: 29.